This data is from Full USPTO retrosynthesis dataset with 1.9M reactions from patents (1976-2016). The task is: Predict the reactants needed to synthesize the given product. (1) Given the product [CH3:9][C:7]1([CH3:10])[C:6]2[CH:11]=[CH:12][C:13]([N+:15]([O-:17])=[O:16])=[CH:14][C:5]=2[NH:4][C:3](=[O:18])[CH:2]([NH:1][C:22](=[O:23])[CH2:21][O:20][CH3:19])[CH2:8]1, predict the reactants needed to synthesize it. The reactants are: [NH2:1][CH:2]1[CH2:8][C:7]([CH3:10])([CH3:9])[C:6]2[CH:11]=[CH:12][C:13]([N+:15]([O-:17])=[O:16])=[CH:14][C:5]=2[NH:4][C:3]1=[O:18].[CH3:19][O:20][CH2:21][C:22](Cl)=[O:23].CC1(C)C2C=CC([N+]([O-])=O)=CC=2NC(=O)C(NC(=O)C(F)(F)F)C1. (2) Given the product [CH3:44][C:43]([CH3:46])([CH:47]=[CH:2][CH2:3][C:4]1[CH:5]=[CH:6][CH:7]=[CH:8][CH:9]=1)[CH2:42][C:39]1[CH:38]=[CH:37][C:36]([CH2:34][CH3:35])=[CH:41][CH:40]=1, predict the reactants needed to synthesize it. The reactants are: [Br-].[CH2:2]([P+](C1C=CC=CC=1)(C1C=CC=CC=1)C1C=CC=CC=1)[CH2:3][C:4]1[CH:9]=[CH:8][CH:7]=[CH:6][CH:5]=1.[Li]CCCC.[CH2:34]([C:36]1[CH:41]=[CH:40][C:39]([CH2:42][C:43]([CH3:47])([CH3:46])[CH:44]=O)=[CH:38][CH:37]=1)[CH3:35]. (3) Given the product [F:13][CH:2]([F:1])[C:3]1[N:8]=[C:7]([CH2:9][CH2:10][CH3:11])[N:6]([CH2:15][C:16]2[CH:17]=[CH:18][C:19]([C:22]3[C:23]([C:28]#[N:29])=[CH:24][CH:25]=[CH:26][CH:27]=3)=[CH:20][CH:21]=2)[C:5](=[O:12])[CH:4]=1, predict the reactants needed to synthesize it. The reactants are: [F:1][CH:2]([F:13])[C:3]1[N:8]=[C:7]([CH2:9][CH2:10][CH3:11])[NH:6][C:5](=[O:12])[CH:4]=1.Br[CH2:15][C:16]1[CH:21]=[CH:20][C:19]([C:22]2[C:23]([C:28]#[N:29])=[CH:24][CH:25]=[CH:26][CH:27]=2)=[CH:18][CH:17]=1.C(=O)([O-])[O-].[K+].[K+].